From a dataset of Reaction yield outcomes from USPTO patents with 853,638 reactions. Predict the reaction yield, written as a fraction of the theoretical maximum amount of product (1.0 means a 100% yield; for example, 0.34 means a 34% yield). (1) The catalyst is C(Cl)(Cl)(Cl)Cl. The product is [CH3:9][C:10]1[CH:24]=[CH:23][CH:22]=[CH:21][C:11]=1[CH2:12][O:13][C:14]1[CH:19]=[CH:18][C:17]([Br:8])=[CH:16][C:15]=1[CH3:20]. The yield is 0.250. The reactants are C1C(=O)N([Br:8])C(=O)C1.[CH3:9][C:10]1[CH:24]=[CH:23][CH:22]=[CH:21][C:11]=1[CH2:12][O:13][C:14]1[CH:19]=[CH:18][CH:17]=[CH:16][C:15]=1[CH3:20]. (2) The reactants are [C:1]([O:9][CH2:10][C@@:11]1([C:26]#[CH:27])[O:15][C@@H:14]([N:16]2[CH:24]=[C:22]([CH3:23])[C:20](=[O:21])[NH:19][C:17]2=[O:18])[CH2:13][C@H:12]1[OH:25])(=[O:8])[C:2]1[CH:7]=[CH:6][CH:5]=[CH:4][CH:3]=1.CCN(CC)CC.[Si]([O:39][S:40]([C:43](F)(F)F)(=O)=[O:41])(C)(C)C.O=O. The catalyst is CC([O-])=O.CC([O-])=O.[Pd+2]. The product is [C:1]([O:9][CH2:10][C@@:11]1([C:26]#[CH:27])[O:15][C@@H:14]([N:16]2[CH:24]=[C:22]([CH3:23])[C:20](=[O:21])[NH:19][C:17]2=[O:18])[CH2:13][C@H:12]1[O:25][S:40]([CH3:43])(=[O:41])=[O:39])(=[O:8])[C:2]1[CH:3]=[CH:4][CH:5]=[CH:6][CH:7]=1. The yield is 0.880. (3) The reactants are CC(C[AlH]CC(C)C)C.C[O:11][C:12](=O)[C:13]1[CH:18]=[CH:17][CH:16]=[C:15]([N+:19]([O-:21])=[O:20])[C:14]=1[F:22].CO.[C@H](O)(C([O-])=O)[C@@H](O)C([O-])=O.[Na+].[K+]. The catalyst is C1(C)C=CC=CC=1.C(OCC)(=O)C. The product is [F:22][C:14]1[C:15]([N+:19]([O-:21])=[O:20])=[CH:16][CH:17]=[CH:18][C:13]=1[CH2:12][OH:11]. The yield is 0.950. (4) The reactants are Br[C:2]1[N:3]=[C:4]2[N:11]([CH2:12][CH:13]3[CH2:18][CH2:17][O:16][CH2:15][CH2:14]3)[CH2:10][C:9](=[O:19])[NH:8][C:5]2=[N:6][CH:7]=1.BrC1C(N[C:29](=[O:32])[CH2:30]I)=NC=C(Br)N=1.O1CCC(CN)C[CH2:34]1.C(N([CH:47]([CH3:49])[CH3:48])CC)(C)C.[C:50](#[N:52])[CH3:51]. No catalyst specified. The product is [OH:32][C:29]([C:49]1[N:52]=[CH:50][C:51]([C:2]2[N:3]=[C:4]3[N:11]([CH2:12][CH:13]4[CH2:18][CH2:17][O:16][CH2:15][CH2:14]4)[CH2:10][C:9](=[O:19])[NH:8][C:5]3=[N:6][CH:7]=2)=[CH:48][CH:47]=1)([CH3:34])[CH3:30]. The yield is 0.790.